This data is from Forward reaction prediction with 1.9M reactions from USPTO patents (1976-2016). The task is: Predict the product of the given reaction. (1) Given the reactants C[O:2][C:3]([C:5]1[NH:6][C:7]2[C:12]([C:13]=1[Cl:14])=[CH:11][CH:10]=[CH:9][CH:8]=2)=[O:4].Br[CH2:16][C:17]1[C:26]2[C:21](=[CH:22][CH:23]=[CH:24][CH:25]=2)[CH:20]=[CH:19][CH:18]=1, predict the reaction product. The product is: [Cl:14][C:13]1[C:12]2[C:7](=[CH:8][CH:9]=[CH:10][CH:11]=2)[N:6]([CH2:16][C:17]2[C:26]3[C:21](=[CH:22][CH:23]=[CH:24][CH:25]=3)[CH:20]=[CH:19][CH:18]=2)[C:5]=1[C:3]([OH:2])=[O:4]. (2) Given the reactants [CH2:1]([NH2:8])[C:2]1[CH:7]=[CH:6][CH:5]=[CH:4][CH:3]=1.[Cl:9][C:10]1[CH:15]=[C:14](Cl)[N:13]=[CH:12][N:11]=1.C(N(CC)CC)C.CO, predict the reaction product. The product is: [CH2:1]([NH:8][C:14]1[CH:15]=[C:10]([Cl:9])[N:11]=[CH:12][N:13]=1)[C:2]1[CH:7]=[CH:6][CH:5]=[CH:4][CH:3]=1. (3) Given the reactants [CH3:1][C:2]1[CH:10]=[C:9]([C:11]([F:14])([F:13])[F:12])[CH:8]=[CH:7][C:3]=1[C:4]([OH:6])=O.C[O:16][C:17](=[O:39])[C:18]([CH3:38])([CH3:37])[CH2:19][C:20]1[CH:25]=[CH:24][C:23]([O:26][C:27]2[CH:32]=[C:31]([F:33])[CH:30]=[C:29]([CH2:34][NH2:35])[CH:28]=2)=[CH:22][C:21]=1[CH3:36], predict the reaction product. The product is: [F:33][C:31]1[CH:32]=[C:27]([CH:28]=[C:29]([CH2:34][NH:35][C:4](=[O:6])[C:3]2[CH:7]=[CH:8][C:9]([C:11]([F:14])([F:13])[F:12])=[CH:10][C:2]=2[CH3:1])[CH:30]=1)[O:26][C:23]1[CH:24]=[CH:25][C:20]([CH2:19][C:18]([CH3:38])([CH3:37])[C:17]([OH:39])=[O:16])=[C:21]([CH3:36])[CH:22]=1. (4) Given the reactants [CH3:1][N:2]1[C:11](=[O:12])[CH2:10][CH2:9][C@H:3]1[C:4]([O:6]CC)=[O:5].[OH-].[Na+], predict the reaction product. The product is: [CH3:1][N:2]1[C:11](=[O:12])[CH2:10][CH2:9][C@H:3]1[C:4]([OH:6])=[O:5]. (5) Given the reactants [CH:1]1([CH2:4][N:5]2[C:10]([NH:11][NH2:12])=[CH:9][C:8](=[O:13])[N:7]([CH3:14])[C:6]2=[O:15])[CH2:3][CH2:2]1.[CH3:16][C:17]1[CH:18]=[C:19]2[C:23](=[CH:24][CH:25]=1)[NH:22][CH:21]=[C:20]2[CH:26]=O.[CH:28]([C:30]1[N:34]([CH3:35])[CH:33]=[C:32]([C:36]#[N:37])[CH:31]=1)=O, predict the reaction product. The product is: [CH:1]1([CH2:4][N:5]2[C:10]3=[N:11][N:12]([CH2:26][C:20]4[C:19]5[C:23](=[CH:24][CH:25]=[C:17]([CH3:16])[CH:18]=5)[NH:22][CH:21]=4)[C:28]([C:30]4[N:34]([CH3:35])[CH:33]=[C:32]([C:36]#[N:37])[CH:31]=4)=[C:9]3[C:8](=[O:13])[N:7]([CH3:14])[C:6]2=[O:15])[CH2:2][CH2:3]1. (6) Given the reactants [C:1](N1C=CC=CC1=O)(N1C=CC=CC1=O)=[S:2].[F:17][C:18]1[CH:19]=[C:20]([CH:22]=[CH:23][C:24]=1[O:25][CH2:26][C:27]([F:30])([F:29])[F:28])[NH2:21], predict the reaction product. The product is: [F:17][C:18]1[CH:19]=[C:20]([N:21]=[C:1]=[S:2])[CH:22]=[CH:23][C:24]=1[O:25][CH2:26][C:27]([F:28])([F:29])[F:30].